The task is: Predict which catalyst facilitates the given reaction.. This data is from Catalyst prediction with 721,799 reactions and 888 catalyst types from USPTO. (1) The catalyst class is: 12. Product: [O:1]1[CH2:2][CH2:3][N:4]([CH2:7][CH2:8][O:9][C:10]2[CH:15]=[CH:14][C:13]([N:16]3[C:21](=[O:22])[CH:20]=[CH:19][C:18]4[C:23]([C:31]5[CH:32]=[CH:33][CH:34]=[CH:35][CH:36]=5)=[CH:24][S:25][C:17]3=4)=[CH:12][CH:11]=2)[CH2:5][CH2:6]1. Reactant: [O:1]1[CH2:6][CH2:5][N:4]([CH2:7][CH2:8][O:9][C:10]2[CH:15]=[CH:14][C:13]([N:16]3[C:21](=[O:22])[CH:20]=[CH:19][C:18]4[C:23]([C:31]5[CH:36]=[CH:35][CH:34]=[CH:33][CH:32]=5)=[C:24](C(OCC)=O)[S:25][C:17]3=4)=[CH:12][CH:11]=2)[CH2:3][CH2:2]1.Cl. (2) Product: [Br:1][C:2]1[CH:7]=[CH:6][C:5]([CH2:8][Br:13])=[C:4]([F:10])[C:3]=1[F:11]. Reactant: [Br:1][C:2]1[CH:7]=[CH:6][C:5]([CH2:8]O)=[C:4]([F:10])[C:3]=1[F:11].P(Br)(Br)[Br:13]. The catalyst class is: 2. (3) Reactant: Br[C:2]1[CH:3]=[C:4]([C:8]([N:11]2[CH2:16][CH2:15][O:14][CH2:13][CH2:12]2)([CH3:10])[CH3:9])[CH:5]=[CH:6][CH:7]=1.[C:17](=[NH:30])([C:24]1[CH:29]=[CH:28][CH:27]=[CH:26][CH:25]=1)[C:18]1[CH:23]=[CH:22][CH:21]=[CH:20][CH:19]=1.CC(C)([O-])C.[Na+]. Product: [C:17](=[N:30][C:2]1[CH:7]=[CH:6][CH:5]=[C:4]([C:8]([CH3:10])([N:11]2[CH2:16][CH2:15][O:14][CH2:13][CH2:12]2)[CH3:9])[CH:3]=1)([C:24]1[CH:25]=[CH:26][CH:27]=[CH:28][CH:29]=1)[C:18]1[CH:23]=[CH:22][CH:21]=[CH:20][CH:19]=1. The catalyst class is: 733. (4) Reactant: [Cl:1][C:2]1[CH:28]=[CH:27][C:5]([C:6]([CH2:8][CH2:9][O:10][C:11]([CH2:13][NH:14][CH2:15][C:16]2[CH:25]=[CH:24][C:19]([C:20]([O:22][CH3:23])=[O:21])=[CH:18][C:17]=2[NH2:26])=[O:12])=[O:7])=[CH:4][CH:3]=1.[N:29]1([C:34]([C:36]2[CH:43]=[CH:42][C:39]([CH:40]=O)=[CH:38][CH:37]=2)=[O:35])[CH2:33][CH2:32][CH2:31][CH2:30]1.C(O)(=O)C.C(O[BH-](OC(=O)C)OC(=O)C)(=O)C.[Na+]. Product: [Cl:1][C:2]1[CH:3]=[CH:4][C:5]([C:6]([CH2:8][CH2:9][O:10][C:11]([CH2:13][NH:14][CH2:15][C:16]2[CH:25]=[CH:24][C:19]([C:20]([O:22][CH3:23])=[O:21])=[CH:18][C:17]=2[NH:26][CH2:40][C:39]2[CH:38]=[CH:37][C:36]([C:34]([N:29]3[CH2:33][CH2:32][CH2:31][CH2:30]3)=[O:35])=[CH:43][CH:42]=2)=[O:12])=[O:7])=[CH:27][CH:28]=1. The catalyst class is: 4. (5) Reactant: [CH3:1][C:2]1[N:7]=[CH:6][C:5]([C:8]([NH:10][C:11]2[C:12]([C:22]([OH:24])=O)=[N:13][N:14]([CH:16]3[CH2:21][CH2:20][CH2:19][CH2:18][O:17]3)[CH:15]=2)=[O:9])=[CH:4][CH:3]=1.[NH2:25][CH2:26][CH2:27][OH:28].CCN=C=NCCCN(C)C.C1C=CC2N(O)N=NC=2C=1.C(=O)([O-])O.[Na+]. Product: [OH:28][CH2:27][CH2:26][NH:25][C:22]([C:12]1[C:11]([NH:10][C:8](=[O:9])[C:5]2[CH:4]=[CH:3][C:2]([CH3:1])=[N:7][CH:6]=2)=[CH:15][N:14]([CH:16]2[CH2:21][CH2:20][CH2:19][CH2:18][O:17]2)[N:13]=1)=[O:24]. The catalyst class is: 3.